The task is: Predict which catalyst facilitates the given reaction.. This data is from Catalyst prediction with 721,799 reactions and 888 catalyst types from USPTO. (1) Reactant: [C:1]([N:9]=[C:10]=[S:11])(=[O:8])[C:2]1[CH:7]=[CH:6][CH:5]=[CH:4][CH:3]=1.[CH:12]1([NH2:18])[CH2:17][CH2:16][CH2:15][CH2:14][CH2:13]1. Product: [CH:12]1([NH:18][C:10]([NH:9][C:1](=[O:8])[C:2]2[CH:7]=[CH:6][CH:5]=[CH:4][CH:3]=2)=[S:11])[CH2:17][CH2:16][CH2:15][CH2:14][CH2:13]1. The catalyst class is: 4. (2) Reactant: [CH:1](=[O:8])[C:2]1[CH:7]=[CH:6][CH:5]=[CH:4][CH:3]=1.[CH3:9][C:10](=[CH2:14])[CH2:11][Mg]Cl.[NH4+].[Cl-]. Product: [CH3:9][CH:10]([CH3:14])[CH:11]=[C:1]([C:2]1[CH:7]=[CH:6][CH:5]=[CH:4][CH:3]=1)[OH:8]. The catalyst class is: 1. (3) Reactant: [CH:1]1([S:4]([NH:7][CH:8]2[CH2:12][CH:11]([C:13]([O:15][CH2:16][CH3:17])=[O:14])[CH:10]([CH2:18][CH3:19])[CH2:9]2)(=[O:6])=[O:5])[CH2:3][CH2:2]1.[Li+].CC([N-]C(C)C)C.[F:28]N(S(C1C=CC=CC=1)(=O)=O)S(C1C=CC=CC=1)(=O)=O.[NH4+].[Cl-]. Product: [CH:1]1([S:4]([NH:7][CH:8]2[CH2:12][C:11]([F:28])([C:13]([O:15][CH2:16][CH3:17])=[O:14])[CH:10]([CH2:18][CH3:19])[CH2:9]2)(=[O:6])=[O:5])[CH2:2][CH2:3]1. The catalyst class is: 1. (4) The catalyst class is: 1. Reactant: [OH:1][C:2]([C:5]1[N:9]([CH2:10][CH:11]2[CH2:16][CH2:15][O:14][CH2:13][CH2:12]2)[C:8]2[CH:17]=[CH:18][C:19]([N:21]([CH3:25])[C:22](=[O:24])[CH3:23])=[CH:20][C:7]=2[N:6]=1)([CH3:4])[CH3:3].I[CH3:27].[H-].[Na+]. Product: [CH3:27][O:1][C:2]([C:5]1[N:9]([CH2:10][CH:11]2[CH2:12][CH2:13][O:14][CH2:15][CH2:16]2)[C:8]2[CH:17]=[CH:18][C:19]([N:21]([CH3:25])[C:22](=[O:24])[CH3:23])=[CH:20][C:7]=2[N:6]=1)([CH3:4])[CH3:3]. (5) Reactant: [CH3:1][N:2]1[CH:6]=[C:5]([C:7](=O)[CH2:8][C:9]2[CH:13]=[CH:12][S:11][CH:10]=2)[CH:4]=[N:3]1.[CH:15]([C:17]1[CH:26]=[CH:25][C:20]([C:21]([O:23]C)=[O:22])=[C:19]([OH:27])[CH:18]=1)=O.[CH3:28][C:29]1(C)[O:36]C(=O)CC(=O)O1.C([O-])(C)=O.[NH4+:42]. Product: [OH:27][C:19]1[CH:18]=[C:17]([CH:15]2[C:8]([C:9]3[CH:13]=[CH:12][S:11][CH:10]=3)=[C:7]([C:5]3[CH:4]=[N:3][N:2]([CH3:1])[CH:6]=3)[NH:42][C:29](=[O:36])[CH2:28]2)[CH:26]=[CH:25][C:20]=1[C:21]([OH:23])=[O:22]. The catalyst class is: 52. (6) The catalyst class is: 2. Reactant: [N+:1]([C:4]1[CH:5]=[C:6]([OH:10])[CH:7]=[CH:8][CH:9]=1)([O-:3])=[O:2].[CH:11]1([O:16][C:17](=[O:30])[C@@H:18]([NH:22][C:23]([O:25][C:26]([CH3:29])([CH3:28])[CH3:27])=[O:24])[CH2:19][CH2:20]O)[CH2:15][CH2:14][CH2:13][CH2:12]1.C1(P(C2C=CC=CC=2)C2C=CC=CC=2)C=CC=CC=1.CC(OC(/N=N/C(OC(C)C)=O)=O)C. Product: [CH:11]1([O:16][C:17](=[O:30])[C@@H:18]([NH:22][C:23]([O:25][C:26]([CH3:29])([CH3:28])[CH3:27])=[O:24])[CH2:19][CH2:20][O:10][C:6]2[CH:7]=[CH:8][CH:9]=[C:4]([N+:1]([O-:3])=[O:2])[CH:5]=2)[CH2:12][CH2:13][CH2:14][CH2:15]1.